This data is from Reaction yield outcomes from USPTO patents with 853,638 reactions. The task is: Predict the reaction yield, written as a fraction of the theoretical maximum amount of product (1.0 means a 100% yield; for example, 0.34 means a 34% yield). (1) The reactants are [C:6](O[C:6](=[O:9])[CH2:7][CH3:8])(=[O:9])[CH2:7][CH3:8].[NH2:10][C:11]1[N:16]=[CH:15][C:14](/[CH:17]=[CH:18]/[C:19]([N:21]([CH3:33])[CH2:22][C:23]2[N:24]([CH3:32])[C:25]3[C:30]([CH:31]=2)=[CH:29][CH:28]=[CH:27][CH:26]=3)=[O:20])=[CH:13][CH:12]=1.C(=O)(O)[O-].[Na+]. The catalyst is C1COCC1. The product is [CH3:33][N:21]([CH2:22][C:23]1[N:24]([CH3:32])[C:25]2[C:30]([CH:31]=1)=[CH:29][CH:28]=[CH:27][CH:26]=2)[C:19](=[O:20])/[CH:18]=[CH:17]/[C:14]1[CH:15]=[N:16][C:11]([NH:10][C:6](=[O:9])[CH2:7][CH3:8])=[CH:12][CH:13]=1. The yield is 0.530. (2) The reactants are [CH:1]([C@@H:4]1[C:9](=[O:10])[N:8]([C:11]2[CH:16]=[C:15]([S:17]([CH3:20])(=[O:19])=[O:18])[C:14]([C:21]([O:23][CH3:24])=[O:22])=[CH:13][C:12]=2[N+:25]([O-])=O)[CH2:7][CH2:6][N:5]1[C:28]([O:30][C:31]([CH3:34])([CH3:33])[CH3:32])=[O:29])([CH3:3])[CH3:2]. The catalyst is C1COCC1.CO.[Ni]. The product is [NH2:25][C:12]1[CH:13]=[C:14]([C:21]([O:23][CH3:24])=[O:22])[C:15]([S:17]([CH3:20])(=[O:18])=[O:19])=[CH:16][C:11]=1[N:8]1[CH2:7][CH2:6][N:5]([C:28]([O:30][C:31]([CH3:32])([CH3:33])[CH3:34])=[O:29])[C@H:4]([CH:1]([CH3:2])[CH3:3])[C:9]1=[O:10]. The yield is 1.00. (3) The reactants are [SH:1][C:2]1[CH:9]=[C:8]([C:10]2[C:11]([C:15]([F:18])([F:17])[F:16])=[N:12][NH:13][CH:14]=2)[CH:7]=[CH:6][C:3]=1[C:4]#[N:5].[CH:19]1([CH2:23]Br)[CH2:22][CH2:21][CH2:20]1.C(=O)([O-])[O-].[K+].[K+].O. The catalyst is CN(C)C=O. The product is [CH:19]1([CH2:23][S:1][C:2]2[CH:9]=[C:8]([C:10]3[C:11]([C:15]([F:16])([F:18])[F:17])=[N:12][NH:13][CH:14]=3)[CH:7]=[CH:6][C:3]=2[C:4]#[N:5])[CH2:22][CH2:21][CH2:20]1. The yield is 0.212. (4) The reactants are [O:1]=[C:2]([NH:8][C:9]1[CH:14]=[CH:13][CH:12]=[C:11]([C:15]([F:18])([F:17])[F:16])[CH:10]=1)[CH2:3][C:4]([O:6]C)=[O:5].CO[CH:21](OC)[CH2:22][C:23](=O)[CH3:24].C[O-].[Na+].[OH-].[Na+].Cl. The catalyst is O.C(O)C. The product is [CH3:21][C:22]1[N:8]([C:9]2[CH:14]=[CH:13][CH:12]=[C:11]([C:15]([F:18])([F:17])[F:16])[CH:10]=2)[C:2](=[O:1])[C:3]([C:4]([OH:6])=[O:5])=[CH:24][CH:23]=1. The yield is 0.735.